Predict which catalyst facilitates the given reaction. From a dataset of Catalyst prediction with 721,799 reactions and 888 catalyst types from USPTO. (1) Reactant: [OH:1][CH2:2][C:3]1[CH:4]=[C:5]2[C:10](=[CH:11][CH:12]=1)[N:9]=[CH:8][CH:7]=[C:6]2[N:13]1[CH2:18][CH2:17][N:16]([C:19]([O:21][C:22]([CH3:25])([CH3:24])[CH3:23])=[O:20])[CH2:15][CH2:14]1.CC(OI1(OC(C)=O)(OC(C)=O)OC(=O)C2C=CC=CC1=2)=O. The catalyst class is: 2. Product: [CH:2]([C:3]1[CH:4]=[C:5]2[C:10](=[CH:11][CH:12]=1)[N:9]=[CH:8][CH:7]=[C:6]2[N:13]1[CH2:14][CH2:15][N:16]([C:19]([O:21][C:22]([CH3:25])([CH3:24])[CH3:23])=[O:20])[CH2:17][CH2:18]1)=[O:1]. (2) Reactant: C(=O)([O-])[O-].[Cs+].[Cs+].[C:7]([O:11][C:12](=[O:28])[NH:13][C@H:14]([C:16]1[CH:21]=[CH:20][C:19]([CH:22]2[CH2:27][CH2:26][NH:25][CH2:24][CH2:23]2)=[CH:18][CH:17]=1)[CH3:15])([CH3:10])([CH3:9])[CH3:8].Br[C:30]1[CH:35]=[CH:34][C:33]([O:36][CH2:37][CH3:38])=[CH:32][CH:31]=1.CC(C1C=C(C(C)C)C(C2C=CC=CC=2P(C2CCCCC2)C2CCCCC2)=C(C(C)C)C=1)C. Product: [C:7]([O:11][C:12](=[O:28])[NH:13][C@H:14]([C:16]1[CH:17]=[CH:18][C:19]([CH:22]2[CH2:27][CH2:26][N:25]([C:30]3[CH:35]=[CH:34][C:33]([O:36][CH2:37][CH3:38])=[CH:32][CH:31]=3)[CH2:24][CH2:23]2)=[CH:20][CH:21]=1)[CH3:15])([CH3:8])([CH3:9])[CH3:10]. The catalyst class is: 493. (3) Reactant: Cl.C[NH:3][CH2:4][C:5]([OH:7])=[O:6].[CH2:8](N(CC)CC)C.[C:15]1([C:25](Cl)=[O:26])[C:24]2[C:19](=[CH:20][CH:21]=[CH:22][CH:23]=2)[CH:18]=[CH:17][CH:16]=1.Cl. Product: [CH3:8][O:7][C:5](=[O:6])[CH2:4][NH:3][C:25]([C:15]1[C:24]2[C:19](=[CH:20][CH:21]=[CH:22][CH:23]=2)[CH:18]=[CH:17][CH:16]=1)=[O:26]. The catalyst class is: 1. (4) Reactant: [OH:1][C:2]1[CH:3]=[C:4]([NH:10][C:11]2[CH:19]=[CH:18][CH:17]=[C:13]([C:14]([OH:16])=O)[C:12]=2[C:20]([OH:22])=O)[CH:5]=[CH:6][C:7]=1[O:8][CH3:9].Cl.[NH2:24][CH:25]1[CH2:31][CH2:30][C:29](=[O:32])[NH:28][C:26]1=[O:27]. Product: [O:27]=[C:26]1[CH:25]([N:24]2[C:20](=[O:22])[C:12]3[C:13](=[CH:17][CH:18]=[CH:19][C:11]=3[NH:10][C:4]3[CH:5]=[CH:6][C:7]([O:8][CH3:9])=[C:2]([OH:1])[CH:3]=3)[C:14]2=[O:16])[CH2:31][CH2:30][C:29](=[O:32])[NH:28]1. The catalyst class is: 17. (5) Reactant: [O:1]=[C:2]1[CH:7]([N:8]2[C:16](=[O:17])[C:15]3[C:10](=[CH:11][CH:12]=[CH:13][C:14]=3[NH:18][C:19](=[O:22])[CH2:20]Cl)[C:9]2=[O:23])[CH2:6][CH2:5][C:4](=[O:24])[NH:3]1.[N-:25]=[N+:26]=[N-:27].[Na+]. Product: [N:25]([CH2:20][C:19]([NH:18][C:14]1[CH:13]=[CH:12][CH:11]=[C:10]2[C:15]=1[C:16](=[O:17])[N:8]([CH:7]1[CH2:6][CH2:5][C:4](=[O:24])[NH:3][C:2]1=[O:1])[C:9]2=[O:23])=[O:22])=[N+:26]=[N-:27]. The catalyst class is: 21. (6) Reactant: [CH3:1][O:2][C:3]1[CH:4]=[C:5]([N:12]2[CH2:17][CH2:16][C:15](=O)[CH2:14][CH2:13]2)[CH:6]=[CH:7][C:8]=1[N+:9]([O-:11])=[O:10].[CH3:19][N:20]1[CH2:25][CH2:24][NH:23][CH2:22][CH2:21]1.C(O[BH-](OC(=O)C)OC(=O)C)(=O)C.[Na+].[OH-].[Na+]. The catalyst class is: 701. Product: [CH3:1][O:2][C:3]1[CH:4]=[C:5]([N:12]2[CH2:17][CH2:16][CH:15]([N:23]3[CH2:24][CH2:25][N:20]([CH3:19])[CH2:21][CH2:22]3)[CH2:14][CH2:13]2)[CH:6]=[CH:7][C:8]=1[N+:9]([O-:11])=[O:10].